From a dataset of Reaction yield outcomes from USPTO patents with 853,638 reactions. Predict the reaction yield, written as a fraction of the theoretical maximum amount of product (1.0 means a 100% yield; for example, 0.34 means a 34% yield). (1) The reactants are [CH2:1]([N:8]([CH2:22][C@@H:23]([OH:26])[CH2:24]Cl)[C:9]1[CH:14]=[CH:13][C:12]([N:15]2[CH2:20][CH2:19][O:18][CH2:17][C:16]2=[O:21])=[CH:11][CH:10]=1)[C:2]1[CH:7]=[CH:6][CH:5]=[CH:4][CH:3]=1.[N-:27]=[N+]=[N-].[Na+].C1(P(C2C=CC=CC=2)C2C=CC=CC=2)C=CC=CC=1.[P:50](=[O:54])([OH:53])([OH:52])[OH:51]. The catalyst is C1(C)C=CC=CC=1.CO.O.CN(C)C=O. The product is [P:50]([OH:54])([OH:53])([OH:52])=[O:51].[CH2:1]([N:8]([CH2:22][C@@H:23]([OH:26])[CH2:24][NH2:27])[C:9]1[CH:14]=[CH:13][C:12]([N:15]2[CH2:20][CH2:19][O:18][CH2:17][C:16]2=[O:21])=[CH:11][CH:10]=1)[C:2]1[CH:7]=[CH:6][CH:5]=[CH:4][CH:3]=1. The yield is 0.740. (2) The reactants are Cl.[NH2:2][CH2:3][C:4]1[CH:12]=[CH:11][CH:10]=[C:9]2[C:5]=1[C:6](=[O:22])[N:7]([CH:14]1[CH2:19][CH2:18][C:17](=[O:20])[NH:16][C:15]1=[O:21])[C:8]2=[O:13].N12CCCN=C1CCCCC2.ON1C2C=CC=CC=2N=N1.[F:44][C:45]1[CH:50]=[CH:49][CH:48]=[CH:47][C:46]=1[CH2:51][C:52](O)=[O:53].Cl.CN(C)CCCN=C=NCC. The catalyst is C(#N)C. The product is [O:21]=[C:15]1[CH:14]([N:7]2[C:6](=[O:22])[C:5]3[C:9](=[CH:10][CH:11]=[CH:12][C:4]=3[CH2:3][NH:2][C:52](=[O:53])[CH2:51][C:46]3[CH:47]=[CH:48][CH:49]=[CH:50][C:45]=3[F:44])[C:8]2=[O:13])[CH2:19][CH2:18][C:17](=[O:20])[NH:16]1. The yield is 0.790. (3) The reactants are [CH3:1][N:2]([CH3:16])[C:3]([C:5]1[C:14]2[C:9](=[CH:10][CH:11]=[CH:12][CH:13]=2)[N:8]=[C:7]([Cl:15])[CH:6]=1)=[O:4].[NH2:17][CH2:18][CH2:19][CH2:20][NH:21]C(=O)OC(C)(C)C.C(N(CC)CC)C. The catalyst is C(O)C. The product is [ClH:15].[ClH:15].[CH3:1][N:2]([CH3:16])[C:3]([C:5]1[C:14]2[C:9](=[CH:10][CH:11]=[CH:12][CH:13]=2)[N:8]=[C:7]([NH:17][CH2:18][CH2:19][CH2:20][NH2:21])[CH:6]=1)=[O:4]. The yield is 0.300. (4) The reactants are [Br:1][C:2]1[C:7]2=[N:8][C:9]([C:12]([OH:14])=[O:13])=[CH:10][N:11]=[C:6]2[CH:5]=[N:4][CH:3]=1.[C:15](Cl)(=O)C(Cl)=O. The catalyst is CN(C)C=O.ClCCl. The product is [Br:1][C:2]1[C:7]2=[N:8][C:9]([C:12]([O:14][CH3:15])=[O:13])=[CH:10][N:11]=[C:6]2[CH:5]=[N:4][CH:3]=1. The yield is 0.470. (5) The reactants are [CH3:1][NH:2][CH2:3][CH2:4][OH:5].[N+:6]([O-:9])([OH:8])=[O:7].CC(OC(C)=O)=O. The catalyst is CCOC(C)=O.CCCCCC. The product is [N+:6]([O-:9])([O-:8])=[O:7].[CH3:1][NH2+:2][CH2:3][CH2:4][O:5][N+:6]([O-:8])=[O:7]. The yield is 0.820. (6) The reactants are [CH3:1][C:2]1[CH:10]=[CH:9][C:8]([N:11]([CH3:20])[S:12]([C:15]2[S:16][CH:17]=[CH:18][CH:19]=2)(=[O:14])=[O:13])=[C:7]2[C:3]=1[CH:4]=[C:5]([C:21]1[S:22][CH:23]([CH2:26][C:27]([OH:29])=O)[CH2:24][N:25]=1)[NH:6]2.C[N:31](C)C=O.Cl.CN(C)CCCN=C=NCC. The catalyst is C(OCC)(=O)C. The product is [CH3:1][C:2]1[CH:10]=[CH:9][C:8]([N:11]([CH3:20])[S:12]([C:15]2[S:16][CH:17]=[CH:18][CH:19]=2)(=[O:13])=[O:14])=[C:7]2[C:3]=1[CH:4]=[C:5]([C:21]1[S:22][CH:23]([CH2:26][C:27]([NH2:31])=[O:29])[CH2:24][N:25]=1)[NH:6]2. The yield is 0.920.